This data is from M1 muscarinic receptor antagonist screen with 61,756 compounds. The task is: Binary Classification. Given a drug SMILES string, predict its activity (active/inactive) in a high-throughput screening assay against a specified biological target. (1) The drug is O=c1n(NC(=O)c2nccnc2)cc(c2c1cccc2)C(OC)=O. The result is 0 (inactive). (2) The compound is Brc1cc(C(=O)Nc2cc(C(C)C)ccc2O)cnc1. The result is 0 (inactive). (3) The compound is Brc1c(c2oc(nn2)COc2c(Cl)cccc2)cccc1. The result is 0 (inactive). (4) The compound is o1c2c(c(c(CC(OCC)=O)c1=O)C)ccc(N(CC)CC)c2. The result is 0 (inactive). (5) The result is 0 (inactive). The molecule is S(c1[nH]c2c(n1)ccc(c2)C)CC(=O)Nc1noc(c1)C. (6) The drug is O=C(NCCn1c2c(cc1C)cccc2)C(C)(C)C. The result is 0 (inactive).